Dataset: NCI-60 drug combinations with 297,098 pairs across 59 cell lines. Task: Regression. Given two drug SMILES strings and cell line genomic features, predict the synergy score measuring deviation from expected non-interaction effect. Drug 1: CCCCC(=O)OCC(=O)C1(CC(C2=C(C1)C(=C3C(=C2O)C(=O)C4=C(C3=O)C=CC=C4OC)O)OC5CC(C(C(O5)C)O)NC(=O)C(F)(F)F)O. Drug 2: COCCOC1=C(C=C2C(=C1)C(=NC=N2)NC3=CC=CC(=C3)C#C)OCCOC.Cl. Cell line: U251. Synergy scores: CSS=49.1, Synergy_ZIP=-2.29, Synergy_Bliss=-6.83, Synergy_Loewe=-8.60, Synergy_HSA=-5.80.